Dataset: Full USPTO retrosynthesis dataset with 1.9M reactions from patents (1976-2016). Task: Predict the reactants needed to synthesize the given product. (1) Given the product [CH2:1]([N:8]1[CH2:13][CH2:12][N:11]([C:14]([C:16]2[CH:20]=[C:19]([CH3:21])[N:18]([C:22]3[CH:27]=[CH:26][CH:25]=[CH:24][CH:23]=3)[C:17]=2[C:28]2[CH:33]=[CH:32][CH:31]=[CH:30][CH:29]=2)=[O:15])[CH:10]([CH2:34][C:35]2[CH:45]=[CH:44][C:38]([O:39][CH2:40][C:68]([NH2:52])=[O:71])=[CH:37][CH:36]=2)[CH2:9]1)[C:2]1[CH:7]=[CH:6][CH:5]=[CH:4][CH:3]=1, predict the reactants needed to synthesize it. The reactants are: [CH2:1]([N:8]1[CH2:13][CH2:12][N:11]([C:14]([C:16]2[CH:20]=[C:19]([CH3:21])[N:18]([C:22]3[CH:27]=[CH:26][CH:25]=[CH:24][CH:23]=3)[C:17]=2[C:28]2[CH:33]=[CH:32][CH:31]=[CH:30][CH:29]=2)=[O:15])[CH:10]([CH2:34][C:35]2[CH:45]=[CH:44][C:38]([O:39][CH2:40]C(O)=O)=[CH:37][CH:36]=2)[CH2:9]1)[C:2]1[CH:7]=[CH:6][CH:5]=[CH:4][CH:3]=1.C1C=CC2N(O)N=[N:52]C=2C=1.CCN=C=NCCCN(C)C.Cl.[C:68](=[O:71])(O)[O-].[Na+]. (2) Given the product [CH3:13][CH2:12][CH2:11][C:4]1[C:5]2[N:10]=[C:19]([C:18]3[CH:22]=[C:23]([S:26]([N:29]4[CH2:30][CH2:31][N:32]([CH3:35])[CH2:33][CH2:34]4)(=[O:27])=[O:28])[CH:24]=[CH:25][C:17]=3[O:16][CH2:14][CH3:15])[NH:9][C:7](=[O:8])[C:6]=2[N:2]([CH3:1])[N:3]=1, predict the reactants needed to synthesize it. The reactants are: [CH3:1][N:2]1[C:6]([C:7]([NH2:9])=[O:8])=[C:5]([NH2:10])[C:4]([CH2:11][CH2:12][CH3:13])=[N:3]1.[CH2:14]([O:16][C:17]1[CH:25]=[CH:24][C:23]([S:26]([N:29]2[CH2:34][CH2:33][N:32]([CH3:35])[CH2:31][CH2:30]2)(=[O:28])=[O:27])=[CH:22][C:18]=1[C:19](Cl)=O)[CH3:15]. (3) Given the product [CH:1]1([CH2:6][CH:7]([C:11]2[CH:16]=[CH:15][C:14]([N+:17]([O-:19])=[O:18])=[CH:13][CH:12]=2)[C:8]([NH:30][C:28]2[S:27][C:26]3[C:25]([N:29]=2)=[CH:34][CH:33]=[C:32]([O:24][CH3:23])[N:31]=3)=[O:10])[CH2:2][CH2:3][CH2:4][CH2:5]1, predict the reactants needed to synthesize it. The reactants are: [CH:1]1([CH2:6][CH:7]([C:11]2[CH:16]=[CH:15][C:14]([N+:17]([O-:19])=[O:18])=[CH:13][CH:12]=2)[C:8]([OH:10])=O)[CH2:5][CH2:4][CH2:3][CH2:2]1.CN([CH:23]=[O:24])C.[CH:25]1[N:29]=[C:28]([NH2:30])[S:27][CH:26]=1.[N:31]1C=C[CH:34]=[CH:33][CH:32]=1. (4) Given the product [CH:11]1([C:9]2[N:10]=[C:3]3[C:2]([N:63]([CH3:64])[CH3:62])=[CH:7][CH:6]=[CH:5][N:4]3[C:8]=2[CH2:14][C:15]2[CH:34]=[CH:33][C:18]3/[C:19](=[C:29](/[CH3:32])\[C:30]#[N:31])/[C:20]4[CH:27]=[CH:26][C:25]([F:28])=[CH:24][C:21]=4[O:22][CH2:23][C:17]=3[CH:16]=2)[CH2:13][CH2:12]1, predict the reactants needed to synthesize it. The reactants are: Br[C:2]1[C:3]2[N:4]([C:8]([CH2:14][C:15]3[CH:34]=[CH:33][C:18]4/[C:19](=[C:29](/[CH3:32])\[C:30]#[N:31])/[C:20]5[CH:27]=[CH:26][C:25]([F:28])=[CH:24][C:21]=5[O:22][CH2:23][C:17]=4[CH:16]=3)=[C:9]([CH:11]3[CH2:13][CH2:12]3)[N:10]=2)[CH:5]=[CH:6][CH:7]=1.C(P(C(C)(C)C)C1C=CC=CC=1C1C=CC=CC=1)(C)(C)C.CC(C)([O-])C.[Na+].[CH3:62][NH:63][CH3:64].C1COCC1.